This data is from Experimentally validated miRNA-target interactions with 360,000+ pairs, plus equal number of negative samples. The task is: Binary Classification. Given a miRNA mature sequence and a target amino acid sequence, predict their likelihood of interaction. (1) Result: 0 (no interaction). The protein sequence of the target gene is MAAMETETAPLTLESLPTDPLLLILSFLDYRDLINCCYVSRRLSQLSSHDPLWRRHCKKYWLISEEEKTQKNQCWKSLFIDTYSDVGRYIDHYAAIKKAWDDLKKYLEPRCPRMVLSLKEGAREEDLDAVEAQIGCKLPDDYRCSYRIHNGQKLVVPGLLGSMALSNHYRSEDLLDVDTAAGGFQQRQGLKYCLPLTFCIHTGLSQYIAVEAAEGRNKNEVFYQCPDQMARNPAAIDMFIIGATFTDWFTSYVKNVVSGGFPIIRDQIFRYVHDPECVATTGDITVSVSTSFLPELSSVH.... The miRNA is hsa-miR-1269a with sequence CUGGACUGAGCCGUGCUACUGG. (2) The miRNA is mmu-miR-181a-5p with sequence AACAUUCAACGCUGUCGGUGAGU. The protein sequence of the target gene is MTLDMDAVLSDFVRSTGAEPGLARDLLEGKNWDVSAALSDFEQLRQVHAGNLSPPFSGGSTCPKTPEKGGSDREPTRPSRPILQRQDDVIQEKRLSRGISHASSSIVSLARSHVSSNGGGGGSSEHPLEMPICAFQLPDLTVYKEDFRSFIERDLIEQSMLVALEQAGRLNWWVSMDSTCQRLLPLATTGDGNCLLHAASLGMWGFHDRDLVLRKALYALMEKGVEKEALRRRWRWQQTQQNKESGLVYTEDEWQKEWNELIKLASSEPRMHLGSNGASGGGVESSEEPVYESLEEFHVF.... Result: 1 (interaction). (3) The miRNA is cel-miR-253-5p with sequence CUUUUCACACACCUCACUAACA. The protein sequence of the target gene is MSLSSGACGGKGVDANPVETYDSGDEWDIGVGNLIIDLDADLEKDQQKLEMSGSKEVGIPAPNAVATLPDNIKFVTPVPGPQGKEGKSKSKRSKSGKDASKPTPGTSLFSPSEGAASKKEVQGRAGDGASAGGLVAAVAPKGSEKAAKASRSVAGSKKEKENSSSKGKKERSEGVGTCSEKDPGVLQPVPLGGRGSQYDGSAGMDTGTVEPLGSIAIEPGAALNPLGTKPEPEEGENECRPLKKVKSEKMESPVSTPAVLPLHLLVPVVNNDISSPCEQIMVRTRSVGVNTCDVALATEP.... Result: 0 (no interaction). (4) The miRNA is hsa-miR-218-5p with sequence UUGUGCUUGAUCUAACCAUGU. The protein sequence of the target gene is MACAEFSFHVPSLEELAGVMQKGLKDNFADVQVSVVDCPDLTKEPFTFPVKGICGKTRIAEVGGVPYLLPLVNQKKVYDLNKIAKEIKLPGAFILGAGAGPFQTLGFNSEFMPVIQTESEHKPPVNGSYFAHVNPADGGCLLEKYSEKCHDFQCALLANLFASEGQPGKVIEVKAKRRTGPLNFVTCMRETLEKHYGNKPIGMGGTFIIQKGKVKSHIMPAEFSSCPLNSDEEVNKWLHFYEMKAPLVCLPVFVSRDPGFDLRLEHTHFFSRHGEGGHYHYDTTPDIVEYLGYFLPAEFL.... Result: 1 (interaction).